Dataset: HIV replication inhibition screening data with 41,000+ compounds from the AIDS Antiviral Screen. Task: Binary Classification. Given a drug SMILES string, predict its activity (active/inactive) in a high-throughput screening assay against a specified biological target. The result is 0 (inactive). The drug is O=NN(CCCl)C(=O)NCCCl.